From a dataset of Retrosynthesis with 50K atom-mapped reactions and 10 reaction types from USPTO. Predict the reactants needed to synthesize the given product. (1) Given the product CN(CCCCCC1=C(c2ccc(S(C)(=O)=O)cc2)CCCc2cc(O)ccc21)CCCSCCCC(F)(F)C(F)(F)F, predict the reactants needed to synthesize it. The reactants are: CNCCCSCCCC(F)(F)C(F)(F)F.CS(=O)(=O)c1ccc(C2=C(CCCCCBr)c3ccc(O)cc3CCC2)cc1. (2) Given the product COc1cncnc1N1CCN(CCCc2c[nH]c3ccc(CS(=O)(=O)N(C)C)cc23)CC1, predict the reactants needed to synthesize it. The reactants are: CN(C)S(=O)(=O)Cc1ccc2[nH]cc(CCCOS(C)(=O)=O)c2c1.COc1cncnc1N1CCNCC1. (3) Given the product Cc1[nH]c2c(F)ccc(C)c2c1CCNC(=O)c1ccc(-c2ccccc2)cc1, predict the reactants needed to synthesize it. The reactants are: Cc1[nH]c2c(F)ccc(C)c2c1CCN.O=C(Cl)c1ccc(-c2ccccc2)cc1. (4) Given the product CC(C)(C)c1nc(N2CCC(F)(F)C2)c2nnn(Cc3ccccc3C(F)(F)F)c2n1, predict the reactants needed to synthesize it. The reactants are: CCn1nnc2c(N3CCC(F)(F)C3)nc(C(C)(C)C)nc21.FC(F)(F)c1ccccc1CBr. (5) Given the product CC(C)[Si](Oc1ccc(-n2nc(C(C)(C)C)cc2NC(=O)N[C@H]2CC[C@@H](Oc3ccc4nnc(N5CCCC[C@@H]5C)n4c3)c3ccccc32)cc1CN1CCN(C)CC1)(C(C)C)C(C)C, predict the reactants needed to synthesize it. The reactants are: CC(C)[Si](Oc1ccc(-n2nc(C(C)(C)C)cc2NC(=O)N[C@H]2CC[C@@H](Oc3ccc4nnc(N5CCCC[C@@H]5C)n4c3)c3ccccc32)cc1CCl)(C(C)C)C(C)C.CN1CCNCC1.